This data is from Forward reaction prediction with 1.9M reactions from USPTO patents (1976-2016). The task is: Predict the product of the given reaction. Given the reactants Br[C:2]1[CH:3]=[C:4]([CH2:8][CH2:9][N:10]([CH3:12])[CH3:11])[CH:5]=[CH:6][CH:7]=1.[CH3:13][N:14]1[C:18]([CH3:19])=[C:17](B2OC(C)(C)C(C)(C)O2)[C:16]([CH3:29])=[N:15]1.C1(P(C2CCCCC2)C2CCCCC2)CCCCC1.[O-]P([O-])([O-])=O.[K+].[K+].[K+], predict the reaction product. The product is: [CH3:11][N:10]([CH3:12])[CH2:9][CH2:8][C:4]1[CH:5]=[CH:6][CH:7]=[C:2]([C:17]2[C:16]([CH3:29])=[N:15][N:14]([CH3:13])[C:18]=2[CH3:19])[CH:3]=1.